From a dataset of Cav3 T-type calcium channel HTS with 100,875 compounds. Binary Classification. Given a drug SMILES string, predict its activity (active/inactive) in a high-throughput screening assay against a specified biological target. (1) The compound is o1c(c(NC(=O)CN2CCN(CC2)C)c2c1cccc2)C(OCC)=O. The result is 0 (inactive). (2) The molecule is O=C(N1C2CCC1C(=C(C2)c1c(OC)c(OC)ccc1)C(OC)=O)NCCC. The result is 0 (inactive). (3) The drug is Clc1c(N2CCC(CC2)C(=O)N\N=C\c2cc(ccc2)C(F)(F)F)ncc(c1)C(F)(F)F. The result is 0 (inactive). (4) The compound is OC1CC2N(C(CC2CC1)C(OC)=O)Cc1ccc(N2CCN(CC2)C)cc1. The result is 0 (inactive). (5) The molecule is O=c1n(nc(c2c1cccc2)C(O)=O)c1cc(c(cc1)C)C. The result is 0 (inactive).